From a dataset of NCI-60 drug combinations with 297,098 pairs across 59 cell lines. Regression. Given two drug SMILES strings and cell line genomic features, predict the synergy score measuring deviation from expected non-interaction effect. (1) Drug 1: C1C(C(OC1N2C=C(C(=O)NC2=O)F)CO)O. Drug 2: CC(C)(C#N)C1=CC(=CC(=C1)CN2C=NC=N2)C(C)(C)C#N. Cell line: MDA-MB-435. Synergy scores: CSS=6.27, Synergy_ZIP=0.227, Synergy_Bliss=2.81, Synergy_Loewe=-1.05, Synergy_HSA=-0.0591. (2) Drug 1: C1=NC2=C(N1)C(=S)N=CN2. Drug 2: CC1C(C(CC(O1)OC2CC(CC3=C2C(=C4C(=C3O)C(=O)C5=C(C4=O)C(=CC=C5)OC)O)(C(=O)CO)O)N)O.Cl. Cell line: K-562. Synergy scores: CSS=53.4, Synergy_ZIP=-5.10, Synergy_Bliss=-7.09, Synergy_Loewe=-2.89, Synergy_HSA=-1.22.